From a dataset of Reaction yield outcomes from USPTO patents with 853,638 reactions. Predict the reaction yield, written as a fraction of the theoretical maximum amount of product (1.0 means a 100% yield; for example, 0.34 means a 34% yield). (1) The reactants are Cl[C:2]1[N:7]=[C:6]([CH:8]2[CH:10]([CH3:11])[C:9]2([F:13])[F:12])[N:5]=[C:4]([N:14]2[CH2:19][C@@H:18]3[CH2:20][C@H:15]2[CH2:16][O:17]3)[CH:3]=1.[F:21][CH:22]([F:40])[O:23][C:24]1[C:25]([NH2:39])=[N:26][CH:27]=[C:28](B2OC(C)(C)C(C)(C)O2)[CH:29]=1.C(=O)([O-])[O-].[Cs+].[Cs+]. The catalyst is [Pd](Cl)Cl.C1(P(C2C=CC=CC=2)[C-]2C=CC=C2)C=CC=CC=1.[C-]1(P(C2C=CC=CC=2)C2C=CC=CC=2)C=CC=C1.[Fe+2].O1CCOCC1.O. The product is [C@H:18]12[CH2:20][C@H:15]([N:14]([C:4]3[N:5]=[C:6]([CH:8]4[CH:10]([CH3:11])[C:9]4([F:13])[F:12])[N:7]=[C:2]([C:28]4[CH:29]=[C:24]([O:23][CH:22]([F:40])[F:21])[C:25]([NH2:39])=[N:26][CH:27]=4)[CH:3]=3)[CH2:19]1)[CH2:16][O:17]2. The yield is 0.200. (2) The reactants are C[O:2][C:3]([CH:5]1[CH2:13][C:12]2[C:7](=[CH:8][CH:9]=[C:10]([O:14][CH3:15])[CH:11]=2)[CH2:6]1)=O.[H-].[H-].[H-].[H-].[Li+].[Al+3]. The catalyst is C1COCC1. The product is [CH3:15][O:14][C:10]1[CH:11]=[C:12]2[C:7](=[CH:8][CH:9]=1)[CH2:6][CH:5]([CH2:3][OH:2])[CH2:13]2. The yield is 0.870. (3) The reactants are C(OCCCC)CCC.[C:10]1([Li])[CH:15]=[CH:14][CH:13]=[CH:12][CH:11]=1.C(OCC)C.[CH3:22][C:23]1[CH:28]=[N:27][CH:26]=[C:25]([CH3:29])[N:24]=1. The catalyst is O. The product is [CH3:22][C:23]1[C:28]([C:10]2[CH:15]=[CH:14][CH:13]=[CH:12][CH:11]=2)=[N:27][CH:26]=[C:25]([CH3:29])[N:24]=1. The yield is 0.160. (4) The reactants are [H-].[Na+].[CH3:3][O:4][C:5]([C:7]1[C:15]2[C:10](=[N:11][CH:12]=[C:13]([Br:16])[CH:14]=2)[N:9]([S:17]([C:20]2[CH:25]=[CH:24][CH:23]=[CH:22][CH:21]=2)(=[O:19])=[O:18])[C:8]=1[CH2:26]Br)=[O:6].[C:28]([CH2:30][NH:31][S:32]([C:35]1[CH:40]=[CH:39][C:38]([CH3:41])=[CH:37][CH:36]=1)(=[O:34])=[O:33])#[N:29]. The catalyst is C1COCC1.C(Cl)Cl.C(=O)([O-])[O-].[Na+].[Na+].O. The product is [CH3:3][O:4][C:5]([C:7]1[C:15]2[C:10](=[N:11][CH:12]=[C:13]([Br:16])[CH:14]=2)[N:9]([S:17]([C:20]2[CH:21]=[CH:22][CH:23]=[CH:24][CH:25]=2)(=[O:18])=[O:19])[C:8]=1[CH2:26][N:31]([CH2:30][C:28]#[N:29])[S:32]([C:35]1[CH:36]=[CH:37][C:38]([CH3:41])=[CH:39][CH:40]=1)(=[O:34])=[O:33])=[O:6]. The yield is 0.800. (5) The reactants are [CH3:1][O:2][C:3]1[C:4]2[CH2:12][NH:11][CH2:10][CH2:9][C:5]=2[N:6]=[CH:7][N:8]=1.Br[C:14]1[CH:15]=[C:16]([CH3:22])[C:17]([O:20][CH3:21])=[N:18][CH:19]=1.C(=O)([O-])[O-].[Cs+].[Cs+].CC(C1C=C(C(C)C)C(C2C=CC=CC=2P(C2CCCCC2)C2CCCCC2)=C(C(C)C)C=1)C. The catalyst is C1C=CC(/C=C/C(/C=C/C2C=CC=CC=2)=O)=CC=1.C1C=CC(/C=C/C(/C=C/C2C=CC=CC=2)=O)=CC=1.C1C=CC(/C=C/C(/C=C/C2C=CC=CC=2)=O)=CC=1.[Pd].[Pd].CCOC(C)=O.CO.O1CCOCC1. The product is [CH3:1][O:2][C:3]1[C:4]2[CH2:12][N:11]([C:14]3[CH:19]=[N:18][C:17]([O:20][CH3:21])=[C:16]([CH3:22])[CH:15]=3)[CH2:10][CH2:9][C:5]=2[N:6]=[CH:7][N:8]=1. The yield is 0.360. (6) The reactants are [Cl:1][C:2]1[CH:3]=[C:4]([C:9]2[CH:17]=[C:16]3[C:12]([CH2:13][C:14](=[O:18])[NH:15]3)=[CH:11][CH:10]=2)[CH:5]=[C:6]([Cl:8])[CH:7]=1.[CH2:19]([N:21]([CH2:36][CH3:37])[CH2:22][CH2:23][NH:24][C:25]([C:27]1[C:31]([CH3:32])=[C:30]([CH:33]=O)[NH:29][C:28]=1[CH3:35])=[O:26])[CH3:20]. No catalyst specified. The product is [CH2:36]([N:21]([CH2:19][CH3:20])[CH2:22][CH2:23][NH:24][C:25]([C:27]1[C:31]([CH3:32])=[C:30]([CH:33]=[C:13]2[C:12]3[C:16](=[CH:17][C:9]([C:4]4[CH:3]=[C:2]([Cl:1])[CH:7]=[C:6]([Cl:8])[CH:5]=4)=[CH:10][CH:11]=3)[NH:15][C:14]2=[O:18])[NH:29][C:28]=1[CH3:35])=[O:26])[CH3:37]. The yield is 0.440.